Predict the product of the given reaction. From a dataset of Forward reaction prediction with 1.9M reactions from USPTO patents (1976-2016). (1) The product is: [OH:19][C@H:20]([C@H:28]1[O:33][C@@H:32]([CH3:34])[CH2:31][N:30]([C:37]2[CH:41]=[CH:40][N:39]([C:42]3[CH:43]=[C:44]([C:48]([F:51])([F:49])[F:50])[N:45]=[N:46][CH:47]=3)[N:38]=2)[C:29]1=[O:35])[C:21]([O:23][C:24]([CH3:27])([CH3:25])[CH3:26])=[O:22]. Given the reactants [O-]P([O-])([O-])=O.[K+].[K+].[K+].CN[C@@H]1CCCC[C@H]1NC.[OH:19][C@H:20]([C@H:28]1[O:33][C@@H:32]([CH3:34])[CH2:31][NH:30][C:29]1=[O:35])[C:21]([O:23][C:24]([CH3:27])([CH3:26])[CH3:25])=[O:22].I[C:37]1[CH:41]=[CH:40][N:39]([C:42]2[CH:43]=[C:44]([C:48]([F:51])([F:50])[F:49])[N:45]=[N:46][CH:47]=2)[N:38]=1, predict the reaction product. (2) Given the reactants [NH2:1][CH:2]1[C:8](=[O:9])[NH:7][C:6]2C=CC=C[C:5]=2[S:4][CH2:3]1.C(N(CC)CC)C.[C:21](O[C:21]([O:23][C:24]([CH3:27])([CH3:26])[CH3:25])=[O:22])([O:23][C:24]([CH3:27])([CH3:26])[CH3:25])=[O:22], predict the reaction product. The product is: [O:9]=[C:8]1[CH:2]([NH:1][C:21](=[O:22])[O:23][C:24]([CH3:27])([CH3:26])[CH3:25])[CH2:3][S:4][CH2:5][CH2:6][NH:7]1. (3) Given the reactants [CH3:1][NH:2][CH3:3].[Cl:4][C:5]1[N:6]=[C:7](Cl)[C:8]2[C:9](=[CH:11][S:12][CH:13]=2)[N:10]=1.C(N(CC)CC)C, predict the reaction product. The product is: [Cl:4][C:5]1[N:6]=[C:7]([N:2]([CH3:3])[CH3:1])[C:8]2[C:9](=[CH:11][S:12][CH:13]=2)[N:10]=1. (4) Given the reactants [CH2:1]([C:8]1[CH:20]=[CH:19][C:11]([O:12][CH2:13][C@@H:14]2[CH2:18][CH2:17][CH2:16][NH:15]2)=[CH:10][CH:9]=1)[C:2]1[CH:7]=[CH:6][CH:5]=[CH:4][CH:3]=1.CN(C=O)C.[C:26]([O:30][C:31](=[O:34])[CH2:32]Br)([CH3:29])([CH3:28])[CH3:27].C(=O)([O-])[O-].[K+].[K+], predict the reaction product. The product is: [C:26]([O:30][C:31](=[O:34])[CH2:32][N:15]1[CH2:16][CH2:17][CH2:18][C@H:14]1[CH2:13][O:12][C:11]1[CH:19]=[CH:20][C:8]([CH2:1][C:2]2[CH:3]=[CH:4][CH:5]=[CH:6][CH:7]=2)=[CH:9][CH:10]=1)([CH3:29])([CH3:28])[CH3:27]. (5) Given the reactants BrC1C=CC2OCCN3C(CCl)=[C:13](I)[N:14]=C3C=2C=1.CC1NC2C=CC=CC=2N=1.C([O-])([O-])=[O:30].[Cs+].[Cs+].Br[C:36]1[CH:37]=[CH:38][C:39]2[O:45][CH2:44][CH2:43][N:42]3[C:46]([CH2:50][N:51]4[C:55]5[CH:56]=[CH:57][CH:58]=[CH:59][C:54]=5[N:53]=[C:52]4[CH3:60])=[C:47](I)[N:48]=[C:41]3[C:40]=2[CH:61]=1.C[Si](N[Si](C)(C)C)(C)C.[CH3:71][C:72]1[O:76][N:75]=[C:74]([C@:77]([OH:81])([C:79]#[CH:80])[CH3:78])[CH:73]=1, predict the reaction product. The product is: [OH:81][C@:77]([C:74]1[CH:73]=[C:72]([CH3:71])[O:76][N:75]=1)([CH3:78])[C:79]#[C:80][C:36]1[CH:37]=[CH:38][C:39]2[O:45][CH2:44][CH2:43][N:42]3[C:46]([CH2:50][N:51]4[C:55]5[CH:56]=[CH:57][CH:58]=[CH:59][C:54]=5[N:53]=[C:52]4[CH3:60])=[C:47]([C:13]([NH2:14])=[O:30])[N:48]=[C:41]3[C:40]=2[CH:61]=1.